Dataset: Full USPTO retrosynthesis dataset with 1.9M reactions from patents (1976-2016). Task: Predict the reactants needed to synthesize the given product. (1) The reactants are: Cl.[C:2]1([C:8]([CH:10]2[CH2:15][CH2:14][NH:13][CH2:12][CH2:11]2)=[O:9])[CH:7]=[CH:6][CH:5]=[CH:4][CH:3]=1.C(N(CC)CC)C.[CH3:23][C:24](OC(C)=O)=[O:25]. Given the product [C:8]([CH:10]1[CH2:15][CH2:14][N:13]([C:24](=[O:25])[CH3:23])[CH2:12][CH2:11]1)(=[O:9])[C:2]1[CH:3]=[CH:4][CH:5]=[CH:6][CH:7]=1, predict the reactants needed to synthesize it. (2) Given the product [C:37]([O:36][C:35](=[O:41])[NH:34][CH2:33][CH2:32][S:26][C:18]1[CH:19]=[C:20]([C:22]([F:25])([F:24])[F:23])[CH:21]=[C:16]([C:15](=[O:27])[N:14]([C:9]2[CH:10]=[N:11][CH:12]=[CH:13][C:8]=2[C:5]2[CH:6]=[CH:7][C:2]([F:1])=[CH:3][C:4]=2[O:29][CH3:30])[CH3:28])[CH:17]=1)([CH3:40])([CH3:39])[CH3:38], predict the reactants needed to synthesize it. The reactants are: [F:1][C:2]1[CH:7]=[CH:6][C:5]([C:8]2[CH:13]=[CH:12][N:11]=[CH:10][C:9]=2[N:14]([CH3:28])[C:15](=[O:27])[C:16]2[CH:21]=[C:20]([C:22]([F:25])([F:24])[F:23])[CH:19]=[C:18]([SH:26])[CH:17]=2)=[C:4]([O:29][CH3:30])[CH:3]=1.Br[CH2:32][CH2:33][NH:34][C:35](=[O:41])[O:36][C:37]([CH3:40])([CH3:39])[CH3:38].CCN(C(C)C)C(C)C.[NH4+].[Cl-]. (3) Given the product [Cl:1][C:2]1[C:3]([O:16][CH2:17][CH:18]2[CH2:23][CH2:22][CH2:21][C:20]([F:24])([F:25])[CH2:19]2)=[CH:4][C:5]([F:15])=[C:6]([CH:14]=1)[C:7]([OH:9])=[O:8], predict the reactants needed to synthesize it. The reactants are: [Cl:1][C:2]1[C:3]([O:16][CH2:17][CH:18]2[CH2:23][CH2:22][CH2:21][C:20]([F:25])([F:24])[CH2:19]2)=[CH:4][C:5]([F:15])=[C:6]([CH:14]=1)[C:7]([O:9]C(C)(C)C)=[O:8].